This data is from Forward reaction prediction with 1.9M reactions from USPTO patents (1976-2016). The task is: Predict the product of the given reaction. The product is: [Cl:1][C:2]1[C:23]([Cl:24])=[CH:22][C:5]2[N:6]([C:11]3[CH:16]=[CH:15][C:14]([C@@H:17]4[CH2:20][C@H:19]([N:58]=[N+:59]=[N-:60])[CH2:18]4)=[CH:13][CH:12]=3)[C:7]([CH2:9][CH3:10])=[N:8][C:4]=2[CH:3]=1. Given the reactants [Cl:1][C:2]1[C:23]([Cl:24])=[CH:22][C:5]2[N:6]([C:11]3[CH:16]=[CH:15][C:14]([C@H:17]4[CH2:20][C@H:19](O)[CH2:18]4)=[CH:13][CH:12]=3)[C:7]([CH2:9][CH3:10])=[N:8][C:4]=2[CH:3]=1.C1(P(C2C=CC=CC=2)C2C=CC=CC=2)C=CC=CC=1.C1(P([N:58]=[N+:59]=[N-:60])(C2C=CC=CC=2)=O)C=CC=CC=1.N(C(OCC)=O)=NC(OCC)=O, predict the reaction product.